Regression. Given two drug SMILES strings and cell line genomic features, predict the synergy score measuring deviation from expected non-interaction effect. From a dataset of NCI-60 drug combinations with 297,098 pairs across 59 cell lines. (1) Drug 1: CN(C)N=NC1=C(NC=N1)C(=O)N. Drug 2: CCCS(=O)(=O)NC1=C(C(=C(C=C1)F)C(=O)C2=CNC3=C2C=C(C=N3)C4=CC=C(C=C4)Cl)F. Cell line: DU-145. Synergy scores: CSS=5.85, Synergy_ZIP=1.11, Synergy_Bliss=5.85, Synergy_Loewe=0.956, Synergy_HSA=1.72. (2) Drug 1: C1C(C(OC1N2C=NC3=C(N=C(N=C32)Cl)N)CO)O. Drug 2: C#CCC(CC1=CN=C2C(=N1)C(=NC(=N2)N)N)C3=CC=C(C=C3)C(=O)NC(CCC(=O)O)C(=O)O. Cell line: A498. Synergy scores: CSS=39.9, Synergy_ZIP=-1.33, Synergy_Bliss=-2.71, Synergy_Loewe=-10.6, Synergy_HSA=-3.80. (3) Drug 1: C(CC(=O)O)C(=O)CN.Cl. Drug 2: CCN(CC)CCCC(C)NC1=C2C=C(C=CC2=NC3=C1C=CC(=C3)Cl)OC. Cell line: HT29. Synergy scores: CSS=27.7, Synergy_ZIP=1.17, Synergy_Bliss=3.80, Synergy_Loewe=-39.0, Synergy_HSA=2.32.